From a dataset of Forward reaction prediction with 1.9M reactions from USPTO patents (1976-2016). Predict the product of the given reaction. (1) Given the reactants O[CH2:2][C:3]1[CH:8]=[CH:7][C:6]([O:9][C:10](=[O:19])[N:11]([CH3:18])[C:12]2[CH:17]=[CH:16][CH:15]=[CH:14][CH:13]=2)=[CH:5][CH:4]=1.[SH:20][C:21]1[CH:26]=[CH:25][CH:24]=[CH:23][N:22]=1, predict the reaction product. The product is: [S:20]=[C:21]1[CH:26]=[CH:25][CH:24]=[CH:23][N:22]1[CH2:2][C:3]1[CH:8]=[CH:7][C:6]([O:9][C:10](=[O:19])[N:11]([CH3:18])[C:12]2[CH:17]=[CH:16][CH:15]=[CH:14][CH:13]=2)=[CH:5][CH:4]=1. (2) Given the reactants [C:1]([O:5][C:6]([C:8]1[CH:9]=[CH:10][C:11]([I:17])=[C:12]([CH:16]=1)[C:13]([OH:15])=O)=[O:7])([CH3:4])([CH3:3])[CH3:2].CN(C(ON1N=NC2C=CC=NC1=2)=[N+](C)C)C.F[P-](F)(F)(F)(F)F.N1C(C)=CC=CC=1C.[CH2:50]1[C:59]2[C:54](=[CH:55][CH:56]=[CH:57][CH:58]=2)[CH2:53][CH2:52][NH:51]1, predict the reaction product. The product is: [I:17][C:11]1[CH:10]=[CH:9][C:8]([C:6]([O:5][C:1]([CH3:2])([CH3:3])[CH3:4])=[O:7])=[CH:16][C:12]=1[C:13]([N:51]1[CH2:52][CH2:53][C:54]2[C:59](=[CH:58][CH:57]=[CH:56][CH:55]=2)[CH2:50]1)=[O:15].